Regression/Classification. Given a drug SMILES string, predict its toxicity properties. Task type varies by dataset: regression for continuous values (e.g., LD50, hERG inhibition percentage) or binary classification for toxic/non-toxic outcomes (e.g., AMES mutagenicity, cardiotoxicity, hepatotoxicity). Dataset: herg_karim. From a dataset of hERG potassium channel inhibition data for cardiac toxicity prediction from Karim et al.. The drug is O=C(CN1CCN(Cc2ccn(-c3ccc(C(F)(F)F)cn3)c2)CC1)NC(c1ccc(F)cc1)c1ccc(F)cc1. The result is 1 (blocker).